Dataset: Forward reaction prediction with 1.9M reactions from USPTO patents (1976-2016). Task: Predict the product of the given reaction. The product is: [CH3:14][O:15][C:16]1[CH:17]=[CH:18][C:21]([CH:11]=[CH:10][C:7]2[CH:6]=[CH:5][C:4]([N+:1]([O-:3])=[O:2])=[CH:9][CH:8]=2)=[CH:22][C:23]=1[O:24][CH3:25]. Given the reactants [N+:1]([C:4]1[CH:9]=[CH:8][C:7]([CH2:10][C:11](O)=O)=[CH:6][CH:5]=1)([O-:3])=[O:2].[CH3:14][O:15][C:16]1[CH:17]=[C:18]([CH:21]=[CH:22][C:23]=1[O:24][CH3:25])C=O, predict the reaction product.